From a dataset of Forward reaction prediction with 1.9M reactions from USPTO patents (1976-2016). Predict the product of the given reaction. (1) Given the reactants Br[CH2:2][C:3]1[N:8]([C:9]2[CH:14]=[CH:13][CH:12]=[C:11]([C:15]([F:18])([F:17])[F:16])[CH:10]=2)[C:7](=[O:19])[NH:6][C@H:5]([C:20]2[CH:25]=[CH:24][C:23]([C:26]#[N:27])=[CH:22][CH:21]=2)[C:4]=1[C:28](OCC)=[O:29].[C:33]1([NH:39][NH2:40])[CH:38]=[CH:37][CH:36]=[CH:35][CH:34]=1, predict the reaction product. The product is: [O:19]=[C:7]1[N:8]([C:9]2[CH:14]=[CH:13][CH:12]=[C:11]([C:15]([F:16])([F:17])[F:18])[CH:10]=2)[C:3]2[CH2:2][N:39]([C:33]3[CH:38]=[CH:37][CH:36]=[CH:35][CH:34]=3)[NH:40][C:28](=[O:29])[C:4]=2[C@@H:5]([C:20]2[CH:21]=[CH:22][C:23]([C:26]#[N:27])=[CH:24][CH:25]=2)[NH:6]1. (2) Given the reactants C[O:2][C:3]([C@:5]12[CH2:39][CH2:38][C@@H:37]([C:40]([CH3:42])=[CH2:41])[C@@H:6]1[C@@H:7]1[C@@:20]([CH3:23])([CH2:21][CH2:22]2)[C@@:19]2([CH3:24])[CH:10]([C@:11]3([CH3:36])[C@@H:16]([CH2:17][CH2:18]2)[C:15]([CH3:26])([CH3:25])[C:14]([C:27]2[CH:28]=[C:29]([CH:33]=[CH:34][CH:35]=2)[C:30]([OH:32])=[O:31])=[CH:13][CH2:12]3)[CH2:9][CH2:8]1)=[O:4].[Br-].[Li+], predict the reaction product. The product is: [C:30]([C:29]1[CH:28]=[C:27]([C:14]2[C:15]([CH3:26])([CH3:25])[C@H:16]3[C@:11]([CH3:36])([CH2:12][CH:13]=2)[CH:10]2[C@:19]([CH3:24])([C@@:20]4([CH3:23])[C@H:7]([CH2:8][CH2:9]2)[C@H:6]2[C@H:37]([C:40]([CH3:42])=[CH2:41])[CH2:38][CH2:39][C@:5]2([C:3]([OH:4])=[O:2])[CH2:22][CH2:21]4)[CH2:18][CH2:17]3)[CH:35]=[CH:34][CH:33]=1)([OH:32])=[O:31]. (3) Given the reactants C([Li])CCC.[C:6]([Si:8]([CH3:11])([CH3:10])[CH3:9])#[CH:7].[N:12]1[CH:17]=[CH:16][C:15]([C:18](=[O:20])[CH3:19])=[N:14][CH:13]=1, predict the reaction product. The product is: [N:12]1[CH:17]=[CH:16][C:15]([C:18]([OH:20])([C:7]#[C:6][Si:8]([CH3:11])([CH3:10])[CH3:9])[CH3:19])=[N:14][CH:13]=1.